From a dataset of Full USPTO retrosynthesis dataset with 1.9M reactions from patents (1976-2016). Predict the reactants needed to synthesize the given product. (1) Given the product [F:11][C:2]([F:1])([F:10])[C:3]1[CH:4]=[CH:5][C:6]([NH:9][C:21](=[O:22])[C:20]([CH3:25])([CH3:24])[CH3:19])=[N:7][CH:8]=1, predict the reactants needed to synthesize it. The reactants are: [F:1][C:2]([F:11])([F:10])[C:3]1[CH:4]=[CH:5][C:6]([NH2:9])=[N:7][CH:8]=1.CCN(CC)CC.[CH3:19][C:20]([CH3:25])([CH3:24])[C:21](Cl)=[O:22]. (2) Given the product [CH3:14][C:15]([CH3:20])([CH3:19])[CH2:16][CH2:17][NH:18][C:3]1[CH:4]=[C:5]([CH:8]=[CH:9][C:10]=1[N+:11]([O-:13])=[O:12])[C:6]#[N:7], predict the reactants needed to synthesize it. The reactants are: CO[C:3]1[CH:4]=[C:5]([CH:8]=[CH:9][C:10]=1[N+:11]([O-:13])=[O:12])[C:6]#[N:7].[CH3:14][C:15]([CH3:20])([CH3:19])[CH2:16][CH2:17][NH2:18]. (3) Given the product [CH2:1]([C:3]([C:7]1[CH:8]=[C:9]([CH3:14])[C:10]([OH:13])=[C:11]([CH:12]=1)[CH:25]=[O:26])([OH:6])[CH2:4][CH3:5])[CH3:2], predict the reactants needed to synthesize it. The reactants are: [CH2:1]([C:3]([C:7]1[CH:12]=[CH:11][C:10]([OH:13])=[C:9]([CH3:14])[CH:8]=1)([OH:6])[CH2:4][CH3:5])[CH3:2].[Mg+2].[Cl-].[Cl-].C(N(CC)CC)C.[CH2:25]=[O:26]. (4) Given the product [CH3:1][O:2][C:3]([C@@H:5]1[CH2:9][C@H:8]([N:25]([CH2:24][C:23]2[CH:27]=[C:28]([C:30]([F:31])([F:32])[F:33])[CH:29]=[C:21]([C:20]([F:19])([F:34])[F:35])[CH:22]=2)[CH3:26])[CH2:7][N:6]1[CH2:11][C:12]1[CH:17]=[CH:16][CH:15]=[C:14]([Cl:18])[CH:13]=1)=[O:4], predict the reactants needed to synthesize it. The reactants are: [CH3:1][O:2][C:3]([C@@H:5]1[CH2:9][C:8](=O)[CH2:7][N:6]1[CH2:11][C:12]1[CH:17]=[CH:16][CH:15]=[C:14]([Cl:18])[CH:13]=1)=[O:4].[F:19][C:20]([F:35])([F:34])[C:21]1[CH:22]=[C:23]([CH:27]=[C:28]([C:30]([F:33])([F:32])[F:31])[CH:29]=1)[CH2:24][NH:25][CH3:26]. (5) Given the product [OH:3][CH2:4][CH2:5][O:6][NH:7][C:8]([C:10]1[CH:15]=[CH:14][N:13]2[CH:16]=[N:17][CH:18]=[C:12]2[C:11]=1[NH:19][C:20]1[CH:25]=[CH:24][C:23]([Br:26])=[CH:22][C:21]=1[Cl:27])=[O:9], predict the reactants needed to synthesize it. The reactants are: C([O:3][CH2:4][CH2:5][O:6][NH:7][C:8]([C:10]1[CH:15]=[CH:14][N:13]2[CH:16]=[N:17][CH:18]=[C:12]2[C:11]=1[NH:19][C:20]1[CH:25]=[CH:24][C:23]([Br:26])=[CH:22][C:21]=1[Cl:27])=[O:9])=C.C(O)=O.C(#N)C. (6) Given the product [CH:2]12[CH2:13][CH:9]([CH2:10][N:11]([C:22](=[O:23])[C:21]([F:32])([F:31])[F:20])[CH2:12]1)[C:8]1[CH:7]=[CH:6][CH:5]=[CH:4][C:3]2=1, predict the reactants needed to synthesize it. The reactants are: Cl.[CH:2]12[CH2:13][CH:9]([CH2:10][NH:11][CH2:12]1)[C:8]1[CH:7]=[CH:6][CH:5]=[CH:4][C:3]2=1.N1C=CC=CC=1.[F:20][C:21]([F:32])([F:31])[C:22](O[C:22](=[O:23])[C:21]([F:32])([F:31])[F:20])=[O:23].Cl. (7) Given the product [F:30][C:10]([F:9])([F:31])[O:11][C:12]1[CH:13]=[C:14]([CH:27]=[CH:28][CH:29]=1)[C:15]([NH:17][C:18]1[CH:19]=[C:20]2[C:24](=[CH:25][CH:26]=1)[NH:23][CH:22]=[C:21]2[CH2:2][CH2:1][C:3]1[CH:8]=[CH:7][N:6]=[CH:5][CH:4]=1)=[O:16], predict the reactants needed to synthesize it. The reactants are: [CH:1]([C:3]1[CH:8]=[CH:7][N:6]=[CH:5][CH:4]=1)=[CH2:2].[F:9][C:10]([F:31])([F:30])[O:11][C:12]1[CH:13]=[C:14]([CH:27]=[CH:28][CH:29]=1)[C:15]([NH:17][C:18]1[CH:19]=[C:20]2[C:24](=[CH:25][CH:26]=1)[NH:23][CH:22]=[CH:21]2)=[O:16].